Task: Predict the reactants needed to synthesize the given product.. Dataset: Full USPTO retrosynthesis dataset with 1.9M reactions from patents (1976-2016) (1) Given the product [N+:12]([C:7]1[CH:8]=[C:9]2[C:4](=[CH:5][CH:6]=1)[N:3]=[C:2]([CH:1]=[O:16])[CH:11]=[CH:10]2)([O-:14])=[O:13], predict the reactants needed to synthesize it. The reactants are: [CH3:1][C:2]1[CH:11]=[CH:10][C:9]2[C:4](=[CH:5][CH:6]=[C:7]([N+:12]([O-:14])=[O:13])[CH:8]=2)[N:3]=1.[Se](=O)=[O:16]. (2) Given the product [F:24][C:25]([F:35])([F:36])[C:26]1[CH:34]=[CH:33][CH:32]=[CH:31][C:27]=1[C:28]([NH:14][CH2:13][C:10]1([C:6]2[N:5]=[C:4]([C:3]([F:2])([F:15])[F:16])[CH:9]=[CH:8][N:7]=2)[CH2:12][CH2:11]1)=[O:29], predict the reactants needed to synthesize it. The reactants are: Cl.[F:2][C:3]([F:16])([F:15])[C:4]1[CH:9]=[CH:8][N:7]=[C:6]([C:10]2([CH2:13][NH2:14])[CH2:12][CH2:11]2)[N:5]=1.CCN(CC)CC.[F:24][C:25]([F:36])([F:35])[C:26]1[CH:34]=[CH:33][CH:32]=[CH:31][C:27]=1[C:28](Cl)=[O:29].O. (3) Given the product [CH:24]1([NH:27][C:13]2[CH:7]([C:4]3[CH:5]=[CH:6][N:1]=[CH:2][CH:3]=3)[N:8]=[C:9]([C:19]3[S:20][CH:21]=[CH:22][CH:23]=3)[C:10]3[CH:18]=[CH:17][CH:16]=[N:15][C:11]=3[N:12]=2)[CH2:26][CH2:25]1, predict the reactants needed to synthesize it. The reactants are: [N:1]1[CH:6]=[CH:5][C:4]([CH:7]2[C:13](=O)[NH:12][C:11]3[N:15]=[CH:16][CH:17]=[CH:18][C:10]=3[C:9]([C:19]3[S:20][CH:21]=[CH:22][CH:23]=3)=[N:8]2)=[CH:3][CH:2]=1.[CH:24]1([NH2:27])[CH2:26][CH2:25]1. (4) The reactants are: [CH2:1]([O:3][C:4]1[CH:5]=[C:6]([CH:18]=[CH:19][CH:20]=1)[C:7]([N:9]1[CH2:13][C@H:12]([OH:14])[CH2:11][C@H:10]1[C:15]([OH:17])=O)=[O:8])[CH3:2].Cl.[Br:22][C:23]1[CH:28]=[CH:27][C:26]([CH2:29][NH2:30])=[CH:25][CH:24]=1.CCN(C(C)C)C(C)C.CN(C(ON1N=NC2C=CC=NC1=2)=[N+](C)C)C.F[P-](F)(F)(F)(F)F. Given the product [Br:22][C:23]1[CH:28]=[CH:27][C:26]([CH2:29][NH:30][C:15]([C@@H:10]2[CH2:11][C@@H:12]([OH:14])[CH2:13][N:9]2[C:7](=[O:8])[C:6]2[CH:18]=[CH:19][CH:20]=[C:4]([O:3][CH2:1][CH3:2])[CH:5]=2)=[O:17])=[CH:25][CH:24]=1, predict the reactants needed to synthesize it. (5) Given the product [CH3:18][C:17]1[CH:19]=[CH:10][C:12]([CH3:13])=[C:14]([CH3:15])[C:4]=1[CH3:5].[C:10]1([C:12](=[CH:14][C:15](=[C:17]([CH:19]=1)[CH3:18])[CH3:16])[CH3:13])[CH3:11], predict the reactants needed to synthesize it. The reactants are: COC.[CH2:4](O)[CH3:5].COC.[C:10]1([C:12](=[CH:14][C:15](=[C:17]([CH:19]=1)[CH3:18])[CH3:16])[CH3:13])[CH3:11]. (6) The reactants are: [Cl:1][C:2]1[CH:7]=[CH:6][C:5]([C@H:8]([NH:10][C:11]2[C:12]3[CH2:20][NH:19][CH2:18][CH2:17][C:13]=3[N:14]=[CH:15][N:16]=2)[CH3:9])=[CH:4][CH:3]=1.Br[C:22]1[CH:27]=[CH:26][C:25]([Cl:28])=[CH:24][N:23]=1.CC1(C)C2C(=C(P(C3C=CC=CC=3)C3C=CC=CC=3)C=CC=2)OC2C(P(C3C=CC=CC=3)C3C=CC=CC=3)=CC=CC1=2.CC(C)([O-])C.[Na+]. Given the product [Cl:1][C:2]1[CH:7]=[CH:6][C:5]([C@H:8]([NH:10][C:11]2[C:12]3[CH2:20][N:19]([C:22]4[CH:27]=[CH:26][C:25]([Cl:28])=[CH:24][N:23]=4)[CH2:18][CH2:17][C:13]=3[N:14]=[CH:15][N:16]=2)[CH3:9])=[CH:4][CH:3]=1, predict the reactants needed to synthesize it. (7) Given the product [CH:10]([C:6]1[CH:7]=[CH:8][CH:9]=[C:4]([CH:1]([CH3:2])[CH3:3])[C:5]=1[NH:13][CH:14]([C:15]1[CH:20]=[CH:19][CH:18]=[C:17]([C:21]2[C:30]3[C:25](=[CH:26][CH:27]=[CH:28][CH:29]=3)[CH:24]=[CH:23][C:22]=2[CH2:31][NH:32][C:33]2[CH:38]=[CH:37][CH:36]=[CH:35][C:34]=2[CH3:39])[N:16]=1)[C:46]1[CH:47]=[CH:48][CH:49]=[CH:50][CH:51]=1)([CH3:12])[CH3:11], predict the reactants needed to synthesize it. The reactants are: [CH:1]([C:4]1[CH:9]=[CH:8][CH:7]=[C:6]([CH:10]([CH3:12])[CH3:11])[C:5]=1[N:13]=[CH:14][C:15]1[CH:20]=[CH:19][CH:18]=[C:17]([C:21]2[C:30]3[C:25](=[CH:26][CH:27]=[CH:28][CH:29]=3)[CH:24]=[CH:23][C:22]=2[CH2:31][NH:32][C:33]2[CH:38]=[CH:37][CH:36]=[CH:35][C:34]=2[CH3:39])[N:16]=1)([CH3:3])[CH3:2].C1COCC1.[Li][C:46]1[CH:47]=[CH:48][CH:49]=[CH:50][CH:51]=1.O. (8) Given the product [CH3:22][N:23]1[C:27]2=[N:28][CH:29]=[CH:30][CH:31]=[C:26]2[N:25]=[C:24]1[O:19][C:16]1[CH:17]=[CH:18][C:13]([N:6]2[C:7]3=[N:8][CH:9]=[CH:10][CH:11]=[C:12]3[N:4]3[CH:3]=[CH:2][N:1]=[C:5]23)=[CH:14][CH:15]=1, predict the reactants needed to synthesize it. The reactants are: [N:1]1[CH:2]=[CH:3][N:4]2[C:12]3[C:7](=[N:8][CH:9]=[CH:10][CH:11]=3)[N:6]([C:13]3[CH:18]=[CH:17][C:16]([OH:19])=[CH:15][CH:14]=3)[C:5]=12.[H-].[Na+].[CH3:22][N:23]1[C:27]2=[N:28][CH:29]=[CH:30][CH:31]=[C:26]2[N:25]=[C:24]1S(C)(=O)=O.O. (9) Given the product [Cl:1][C:2]1[C:7]([CH:8]([OH:9])[CH2:11][CH3:12])=[C:6]([Cl:10])[N:5]=[CH:4][N:3]=1, predict the reactants needed to synthesize it. The reactants are: [Cl:1][C:2]1[C:7]([CH:8]=[O:9])=[C:6]([Cl:10])[N:5]=[CH:4][N:3]=1.[CH2:11]([Mg]Br)[CH3:12].C1COCC1.[Cl-].[NH4+].